This data is from Peptide-MHC class I binding affinity with 185,985 pairs from IEDB/IMGT. The task is: Regression. Given a peptide amino acid sequence and an MHC pseudo amino acid sequence, predict their binding affinity value. This is MHC class I binding data. (1) The peptide sequence is EQNWDWNRY. The MHC is HLA-B27:05 with pseudo-sequence HLA-B27:05. The binding affinity (normalized) is 0.0847. (2) The peptide sequence is SLYEKSGSV. The MHC is HLA-A02:19 with pseudo-sequence HLA-A02:19. The binding affinity (normalized) is 0.550. (3) The peptide sequence is QENEIYTYF. The MHC is HLA-A26:03 with pseudo-sequence HLA-A26:03. The binding affinity (normalized) is 0.0847. (4) The binding affinity (normalized) is 0.0847. The peptide sequence is KVSVGSYFC. The MHC is HLA-A69:01 with pseudo-sequence HLA-A69:01. (5) The peptide sequence is CYPRLWGVR. The MHC is HLA-A02:01 with pseudo-sequence HLA-A02:01. The binding affinity (normalized) is 0.0847.